From a dataset of Full USPTO retrosynthesis dataset with 1.9M reactions from patents (1976-2016). Predict the reactants needed to synthesize the given product. Given the product [Cl:11][C:3]1[CH:4]=[C:5]([O:9][CH3:10])[CH:6]=[C:7]([Cl:8])[C:2]=1[N:23]1[CH2:24][CH2:25][N:20]([C:17]2[CH:16]=[CH:15][C:14]([C:13]([F:27])([F:12])[F:26])=[CH:19][N:18]=2)[CH2:21][CH2:22]1, predict the reactants needed to synthesize it. The reactants are: Br[C:2]1[C:7]([Cl:8])=[CH:6][C:5]([O:9][CH3:10])=[CH:4][C:3]=1[Cl:11].[F:12][C:13]([F:27])([F:26])[C:14]1[CH:15]=[CH:16][C:17]([N:20]2[CH2:25][CH2:24][NH:23][CH2:22][CH2:21]2)=[N:18][CH:19]=1.CC(C)([O-])C.[Na+].O.